Dataset: Reaction yield outcomes from USPTO patents with 853,638 reactions. Task: Predict the reaction yield, written as a fraction of the theoretical maximum amount of product (1.0 means a 100% yield; for example, 0.34 means a 34% yield). (1) The reactants are [Cl:1][C:2]1[C:3]2[CH2:10][C:9](=[O:11])[NH:8][C:4]=2[N:5]=[CH:6][N:7]=1.[N:12]1([CH2:18][CH2:19][NH:20][C:21]([C:23]2[NH:24][C:25]([CH:28]=O)=[CH:26][CH:27]=2)=[O:22])[CH2:17][CH2:16][O:15][CH2:14][CH2:13]1.C(N(CC)CC)C. The catalyst is C(O)C. The product is [N:12]1([CH2:18][CH2:19][NH:20][C:21]([C:23]2[NH:24][C:25]([CH:28]=[C:10]3[C:3]4[C:2]([Cl:1])=[N:7][CH:6]=[N:5][C:4]=4[NH:8][C:9]3=[O:11])=[CH:26][CH:27]=2)=[O:22])[CH2:17][CH2:16][O:15][CH2:14][CH2:13]1. The yield is 0.925. (2) The reactants are Br[CH2:2][C:3]#[C:4][C:5]1[CH:6]=[C:7]([N:16]([C@H:19]2[CH2:24][CH2:23][C@H:22]([N:25]([C:27]([O:29][C:30]([CH3:33])([CH3:32])[CH3:31])=[O:28])[CH3:26])[CH2:21][CH2:20]2)[CH2:17][CH3:18])[C:8]([CH3:15])=[C:9]([CH:14]=1)[C:10]([O:12][CH3:13])=[O:11].[NH:34]1[CH2:39][CH2:38][O:37][CH2:36][CH2:35]1. The catalyst is CN(C=O)C. The product is [C:30]([O:29][C:27]([N:25]([CH3:26])[C@H:22]1[CH2:21][CH2:20][C@H:19]([N:16]([CH2:17][CH3:18])[C:7]2[C:8]([CH3:15])=[C:9]([CH:14]=[C:5]([C:4]#[C:3][CH2:2][N:34]3[CH2:39][CH2:38][O:37][CH2:36][CH2:35]3)[CH:6]=2)[C:10]([O:12][CH3:13])=[O:11])[CH2:24][CH2:23]1)=[O:28])([CH3:33])([CH3:32])[CH3:31]. The yield is 0.987. (3) The reactants are Cl[C:2]1[CH:7]=[CH:6][C:5]([N+:8]([O-:10])=[O:9])=[CH:4][CH:3]=1.[OH:11][N:12]=[C:13]([O:15][CH2:16][CH3:17])[CH3:14].[OH-].[Na+].O. The catalyst is CN(C=O)C. The product is [N+:8]([C:5]1[CH:6]=[CH:7][C:2]([O:11][N:12]=[C:13]([O:15][CH2:16][CH3:17])[CH3:14])=[CH:3][CH:4]=1)([O-:10])=[O:9]. The yield is 0.985. (4) The reactants are Br.[CH2:2]([C:4]1[N:5]=[C:6]([C@@H:9]([NH2:20])[CH2:10][C:11]2[CH:16]=[CH:15][C:14]([N+:17]([O-:19])=[O:18])=[CH:13][CH:12]=2)[S:7][CH:8]=1)[CH3:3].[C:21]([NH:24][C@H:25]([C:33](O)=[O:34])[CH2:26][C:27]1[CH:32]=[CH:31][CH:30]=[CH:29][CH:28]=1)(=[O:23])[CH3:22].ON1C2C=CC=CC=2N=N1.C(N(C(C)C)CC)(C)C.CN(C)CCCN=C=NCC. The product is [C:21]([NH:24][C@@H:25]([CH2:26][C:27]1[CH:28]=[CH:29][CH:30]=[CH:31][CH:32]=1)[C:33]([NH:20][C@H:9]([C:6]1[S:7][CH:8]=[C:4]([CH2:2][CH3:3])[N:5]=1)[CH2:10][C:11]1[CH:16]=[CH:15][C:14]([N+:17]([O-:19])=[O:18])=[CH:13][CH:12]=1)=[O:34])(=[O:23])[CH3:22]. The catalyst is CN(C=O)C.O. The yield is 0.700. (5) The reactants are [C:1]([C:4]1[N:5]=[C:6]([N:9]2[CH2:13][CH2:12][C@@H:11](OS(C)(=O)=O)[CH2:10]2)[S:7][CH:8]=1)(=[O:3])[NH2:2].[C:19]([O-:22])(=[S:21])[CH3:20].[K+]. The catalyst is C(#N)C. The product is [C:19]([S:21][C@H:11]1[CH2:12][CH2:13][N:9]([C:6]2[S:7][CH:8]=[C:4]([C:1](=[O:3])[NH2:2])[N:5]=2)[CH2:10]1)(=[O:22])[CH3:20]. The yield is 0.770. (6) The reactants are [C:1]([C:3]1[CH:4]=[C:5]([C:18]2[CH2:19][CH2:20][C@@H:21]([C:23]([O:25][CH3:26])=[O:24])[N:22]=2)[CH:6]=[CH:7][C:8]=1[O:9][CH2:10][C:11]1[CH:16]=[CH:15][CH:14]=[CH:13][C:12]=1[F:17])#[N:2]. The catalyst is C(OCC)(=O)C. The product is [C:1]([C:3]1[CH:4]=[C:5]([C@@H:18]2[NH:22][C@H:21]([C:23]([O:25][CH3:26])=[O:24])[CH2:20][CH2:19]2)[CH:6]=[CH:7][C:8]=1[O:9][CH2:10][C:11]1[CH:16]=[CH:15][CH:14]=[CH:13][C:12]=1[F:17])#[N:2]. The yield is 0.910. (7) The reactants are [N:1]1[CH:6]=[CH:5][C:4]([C:7]2[CH:8]=[CH:9][CH:10]=[C:11]3[C:16]=2[C:15](=[O:17])[NH:14][CH:13]=[CH:12]3)=[CH:3][CH:2]=1.Br/[CH:19]=[CH:20]/[C:21]1[CH:30]=[CH:29][C:28]2[C:23](=[CH:24][CH:25]=[CH:26][CH:27]=2)[N:22]=1.O.CC(=O)OCC. The catalyst is CN(C=O)C. The product is [N:1]1[CH:6]=[CH:5][C:4]([C:7]2[CH:8]=[CH:9][CH:10]=[C:11]3[C:16]=2[C:15](=[O:17])[N:14](/[CH:19]=[CH:20]/[C:21]2[CH:30]=[CH:29][C:28]4[C:23](=[CH:24][CH:25]=[CH:26][CH:27]=4)[N:22]=2)[CH:13]=[CH:12]3)=[CH:3][CH:2]=1. The yield is 0.400.